Dataset: Reaction yield outcomes from USPTO patents with 853,638 reactions. Task: Predict the reaction yield, written as a fraction of the theoretical maximum amount of product (1.0 means a 100% yield; for example, 0.34 means a 34% yield). (1) The reactants are [Br:1][C:2]1[CH:7]=[CH:6][C:5](O)=[C:4]([C:9]([CH3:16])([CH3:15])[CH2:10][C:11]([OH:14])([CH3:13])[CH3:12])[CH:3]=1.C1(C)C=CC(S(O)(=O)=O)=CC=1. The catalyst is C1C=CC=CC=1. The product is [Br:1][C:2]1[CH:3]=[C:4]2[C:5](=[CH:6][CH:7]=1)[O:14][C:11]([CH3:13])([CH3:12])[CH2:10][C:9]2([CH3:16])[CH3:15]. The yield is 0.800. (2) The reactants are [OH:1][C:2]1([C:20]2[CH:25]=[CH:24][CH:23]=[CH:22][C:21]=2[CH3:26])[CH2:19][CH:5]2[CH2:6][N:7](C(OCC3C=CC=CC=3)=O)[CH2:8][CH:4]2[CH2:3]1. The catalyst is C(O)C.[Pd]. The product is [C:21]1([CH3:26])[CH:22]=[CH:23][CH:24]=[CH:25][C:20]=1[C:2]1([OH:1])[CH2:19][CH:5]2[CH2:6][NH:7][CH2:8][CH:4]2[CH2:3]1. The yield is 0.850. (3) The reactants are [NH2:1][C:2]([C:4]1[CH:5]=[N:6][C:7]2[C:12]([C:13]=1[NH:14][C:15]1[CH:16]=[C:17]([CH:23]=[CH:24][CH:25]=1)[C:18]([O:20]CC)=[O:19])=[CH:11][CH:10]=[C:9]([C:26]1[CH:31]=[C:30]([CH3:32])[N:29]=[C:28]([Cl:33])[CH:27]=1)[CH:8]=2)=[O:3].[OH-].[Na+]. The catalyst is C(O)C. The product is [NH2:1][C:2]([C:4]1[CH:5]=[N:6][C:7]2[C:12]([C:13]=1[NH:14][C:15]1[CH:16]=[C:17]([CH:23]=[CH:24][CH:25]=1)[C:18]([OH:20])=[O:19])=[CH:11][CH:10]=[C:9]([C:26]1[CH:31]=[C:30]([CH3:32])[N:29]=[C:28]([Cl:33])[CH:27]=1)[CH:8]=2)=[O:3]. The yield is 0.660. (4) The reactants are [CH3:1][C:2]1([CH2:5]O)[CH2:4][CH2:3]1.C1C=C[NH+]=CC=1.[O-][Cr](Cl)(=O)=O.C1COCC1.[C:23]([CH2:25][C:26]([O:28][CH2:29][CH3:30])=[O:27])#[N:24]. The catalyst is C(Cl)Cl.N1CCCCC1.C(O)(=O)C. The product is [CH2:29]([O:28][C:26](=[O:27])[C:25]([C:23]#[N:24])=[CH:5][C:2]1([CH3:1])[CH2:3][CH2:4]1)[CH3:30]. The yield is 0.250. (5) The product is [Cl:1][C:9]1[C:10](=[O:12])[N:11]=[C:6]([CH:3]2[CH2:4][CH2:5]2)[NH:7][C:8]=1[CH:13]([O:14][CH2:15][CH3:16])[O:17][CH2:18][CH3:19]. The reactants are [Cl:1]Cl.[CH:3]1([C:6]2[NH:7][C:8]([CH:13]([O:17][CH2:18][CH3:19])[O:14][CH2:15][CH3:16])=[CH:9][C:10](=[O:12])[N:11]=2)[CH2:5][CH2:4]1.C([O-])(=O)C.[Na+]. The yield is 0.980. The catalyst is C(O)(=O)C. (6) The reactants are [NH2:1][C:2]1[S:3][CH:4]=[CH:5][N:6]=1.C(N(CC)CC)C.[Cl-].ClC1N(C)CC[NH+]1C.[OH:23][C:24]1[CH:25]=[C:26]([O:33][CH:34]([CH3:36])[CH3:35])[CH:27]=[C:28]([CH:32]=1)[C:29](O)=[O:30].[Cl-].[NH4+]. The catalyst is C(Cl)(Cl)Cl. The product is [OH:23][C:24]1[CH:25]=[C:26]([O:33][CH:34]([CH3:36])[CH3:35])[CH:27]=[C:28]([CH:32]=1)[C:29]([NH:1][C:2]1[S:3][CH:4]=[CH:5][N:6]=1)=[O:30]. The yield is 0.530. (7) The reactants are C(C1C=CC=CN=1)=C.C(OC(=O)C)(=O)C.[C-]#N.[K+].C([O-])([O-])=O.[Na+].[Na+].[C:25]([CH2:27][CH2:28][C:29]1[CH:34]=[CH:33][CH:32]=[CH:31][N:30]=1)#[N:26]. The catalyst is O.CCO.[Ni]. The product is [N:30]1[CH:31]=[CH:32][CH:33]=[CH:34][C:29]=1[CH2:28][CH2:27][CH2:25][NH2:26]. The yield is 0.560. (8) The reactants are [Br:1][C:2]1[CH:3]=[C:4]([CH:8]2[C:14](=O)[N:13]([C@@H:16]([C:18]3[CH:23]=[CH:22][CH:21]=[CH:20][CH:19]=3)[CH3:17])[CH2:12][CH2:11][CH2:10][O:9]2)[CH:5]=[CH:6][CH:7]=1.CO.[OH-].[Na+]. The catalyst is O1CCCC1. The product is [Br:1][C:2]1[CH:3]=[C:4]([CH:8]2[CH2:14][N:13]([C@@H:16]([C:18]3[CH:23]=[CH:22][CH:21]=[CH:20][CH:19]=3)[CH3:17])[CH2:12][CH2:11][CH2:10][O:9]2)[CH:5]=[CH:6][CH:7]=1. The yield is 0.990.